Dataset: Full USPTO retrosynthesis dataset with 1.9M reactions from patents (1976-2016). Task: Predict the reactants needed to synthesize the given product. (1) Given the product [Cl:89][C:84]1[CH:85]=[CH:86][CH:87]=[CH:88][C:83]=1[O:82][CH:79]1[CH2:78][CH2:77][N:76]([C:74](=[O:75])[CH2:73][NH:72][C:22]([C:19]2[CH:18]=[C:17]([C:12]3[CH:13]=[CH:14][CH:15]=[CH:16][C:11]=3[F:10])[NH:21][N:20]=2)=[O:24])[CH2:81][CH2:80]1, predict the reactants needed to synthesize it. The reactants are: CCN(C(C)C)C(C)C.[F:10][C:11]1[CH:16]=[CH:15][CH:14]=[CH:13][C:12]=1[C:17]1[NH:21][N:20]=[C:19]([C:22]([OH:24])=O)[CH:18]=1.C1(C2NN=C(C(O)=O)C=2)C=CC=CC=1.FC1C=CC=CC=1C(=O)C.C1C=CC2N(O)N=NC=2C=1.CCN=C=NCCCN(C)C.Cl.Cl.[NH2:72][CH2:73][C:74]([N:76]1[CH2:81][CH2:80][CH:79]([O:82][C:83]2[CH:88]=[CH:87][CH:86]=[CH:85][C:84]=2[Cl:89])[CH2:78][CH2:77]1)=[O:75]. (2) Given the product [CH2:41]([S:43][C:44]1[CH:52]=[CH:51][CH:50]=[CH:49][C:45]=1[C:46]1[NH:39][C:36]2[CH:37]=[CH:38][C:33]([C:24]([F:23])([C:29]([F:30])([F:31])[F:32])[C:25]([F:28])([F:27])[F:26])=[CH:34][C:35]=2[N:40]=1)[CH3:42], predict the reactants needed to synthesize it. The reactants are: Cl.C(N=C=NCCCN(C)C)C.ON1C2C=CC=CC=2N=N1.[F:23][C:24]([C:33]1[CH:34]=[C:35]([NH2:40])[C:36]([NH2:39])=[CH:37][CH:38]=1)([C:29]([F:32])([F:31])[F:30])[C:25]([F:28])([F:27])[F:26].[CH2:41]([S:43][C:44]1[CH:52]=[CH:51][CH:50]=[CH:49][C:45]=1[C:46](O)=O)[CH3:42].C1(C)C=CC(S(O)(=O)=O)=CC=1.C(=O)([O-])O.[Na+]. (3) The reactants are: [CH:1]([C:3]1[CH:8]=[C:7]([C:9]([O:11][CH2:12][CH3:13])=[O:10])[CH:6]=[CH:5][N:4]=1)=O.[NH2:14][CH2:15][CH2:16][CH2:17][CH2:18][CH2:19][OH:20]. Given the product [OH:20][CH2:19][CH2:18][CH2:17][CH2:16][CH2:15][NH:14][CH2:1][C:3]1[CH:8]=[C:7]([C:9]([O:11][CH2:12][CH3:13])=[O:10])[CH:6]=[CH:5][N:4]=1, predict the reactants needed to synthesize it. (4) The reactants are: [F:1][C:2]1[C:9]([O:10]C)=[C:8]([F:12])[CH:7]=[CH:6][C:3]=1[CH2:4][NH2:5]. Given the product [NH2:5][CH2:4][C:3]1[C:2]([F:1])=[C:9]([OH:10])[C:8]([F:12])=[CH:7][CH:6]=1, predict the reactants needed to synthesize it. (5) Given the product [F:23][C:21]([F:20])([F:22])[C:24](=[CH2:25])[C:30]([O:12][C:2]1([CH3:1])[CH:3]2[CH2:11][CH:7]3[CH2:6][CH:5]([CH2:10][CH:9]1[CH2:8]3)[CH2:4]2)=[O:29], predict the reactants needed to synthesize it. The reactants are: [CH3:1][C:2]1([OH:12])[CH:9]2[CH2:10][CH:5]3[CH2:6][CH:7]([CH2:11][CH:3]1[CH2:4]3)[CH2:8]2.C(N(CC)CC)C.[F:20][C:21]([CH:24]=[CH:25]C(Cl)=O)([F:23])[F:22].[O:29]1CCC[CH2:30]1. (6) The reactants are: [NH2:1][C:2]1[C:3]([CH3:8])=[CH:4][CH:5]=[CH:6][CH:7]=1.C[Al](C)C.[I:13][C:14]1[CH:15]=[C:16]([CH:19]=[CH:20][CH:21]=1)[C:17]#N.ClCCl.C[OH:26]. Given the product [I:13][C:14]1[CH:15]=[C:16]([CH:19]=[CH:20][CH:21]=1)[C:17]([NH:1][C:2]1[CH:7]=[CH:6][CH:5]=[CH:4][C:3]=1[CH3:8])=[O:26], predict the reactants needed to synthesize it. (7) The reactants are: [Li+].[CH3:2]CC[CH2-].C(NC(C)C)(C)C.CN1C(=O)N(C)CCC1.[CH3:22][C:23]1[CH2:24][C:25]2([CH2:31][CH:32]([CH3:34])[CH:33]=1)[C:29](=[O:30])[CH2:28][CH2:27][CH2:26]2.CI.C(O)(=O)C. Given the product [CH3:2][CH:28]1[CH2:27][CH2:26][C:25]2([CH2:31][CH:32]([CH3:34])[CH:33]=[C:23]([CH3:22])[CH2:24]2)[C:29]1=[O:30], predict the reactants needed to synthesize it. (8) Given the product [Cl:1][C:2]1[C:7]([C:8]([O:10][CH3:11])=[O:9])=[C:6]([O:24][C:15]2[CH:16]=[CH:17][C:18]([C:20]([F:21])([F:22])[F:23])=[CH:19][C:14]=2[F:13])[N:5]=[CH:4][N:3]=1, predict the reactants needed to synthesize it. The reactants are: [Cl:1][C:2]1[C:7]([C:8]([O:10][CH3:11])=[O:9])=[C:6](Cl)[N:5]=[CH:4][N:3]=1.[F:13][C:14]1[CH:19]=[C:18]([C:20]([F:23])([F:22])[F:21])[CH:17]=[CH:16][C:15]=1[OH:24].C(=O)([O-])[O-].[K+].[K+].